From a dataset of Catalyst prediction with 721,799 reactions and 888 catalyst types from USPTO. Predict which catalyst facilitates the given reaction. (1) Product: [C:21]([C:25]1[CH:26]=[CH:27][C:28]([NH:31][C:32]2[C:33]3[CH:42]=[CH:41][C:40]([C:43]4[CH:48]=[CH:47][CH:46]=[CH:45][C:44]=4[C:49]([F:52])([F:51])[F:50])=[N:39][C:34]=3[N:35]=[C:36]([Cl:38])[N:37]=2)=[CH:29][CH:30]=1)([CH3:24])([CH3:22])[CH3:23].[NH2:14][C:15]1[CH:20]=[CH:19][CH:18]=[CH:17][CH:16]=1. Reactant: C(N(C(C)C)CC)(C)C.C([NH:14][C:15]1[CH:20]=[CH:19][CH:18]=[CH:17][CH:16]=1)(C)(C)C.[C:21]([C:25]1[CH:30]=[CH:29][C:28]([NH:31][C:32]2[C:33]3[CH:42]=[CH:41][C:40]([C:43]4[CH:48]=[CH:47][CH:46]=[CH:45][C:44]=4[C:49]([F:52])([F:51])[F:50])=[N:39][C:34]=3[N:35]=[C:36]([Cl:38])[N:37]=2)=[CH:27][CH:26]=1)([CH3:24])([CH3:23])[CH3:22]. The catalyst class is: 10. (2) Reactant: [Cl:1][C:2]1[CH:3]=[C:4](/[CH:8]=[CH:9]/[C:10]([NH:12][CH2:13][C:14]([OH:16])=O)=[O:11])[CH:5]=[CH:6][CH:7]=1.CCN(C(C)C)C(C)C.CN(C(ON1N=NC2C=CC=NC1=2)=[N+](C)C)C.F[P-](F)(F)(F)(F)F.Cl.[CH3:51][NH:52][CH:53]1[CH2:58][CH2:57][S:56](=[O:60])(=[O:59])[CH2:55][CH2:54]1. Product: [CH3:51][N:52]([C:14]([CH2:13][NH:12][C:10](/[CH:9]=[CH:8]/[C:4]1[CH:5]=[CH:6][CH:7]=[C:2]([Cl:1])[CH:3]=1)=[O:11])=[O:16])[CH:53]1[CH2:58][CH2:57][S:56](=[O:60])(=[O:59])[CH2:55][CH2:54]1. The catalyst class is: 3. (3) Reactant: [N+:1]([C:4]1[C:5]([Cl:13])=[C:6]([CH:10]=[CH:11][CH:12]=1)[C:7](O)=[O:8])([O-:3])=[O:2]. Product: [N+:1]([C:4]1[C:5]([Cl:13])=[C:6]([CH:10]=[CH:11][CH:12]=1)[CH2:7][OH:8])([O-:3])=[O:2]. The catalyst class is: 1. (4) Reactant: [NH2:1][C:2]1[C:7]([CH3:8])=[CH:6][C:5]([OH:9])=[C:4]([CH3:10])[CH:3]=1.[C:11](OC(=O)C)(=[O:13])[CH3:12]. Product: [OH:9][C:5]1[C:4]([CH3:10])=[CH:3][C:2]([NH:1][C:11](=[O:13])[CH3:12])=[C:7]([CH3:8])[CH:6]=1. The catalyst class is: 6. (5) Reactant: C(OC(=O)[NH:7][CH:8]([C:11]1[CH:16]=[CH:15][C:14]([F:17])=[C:13]([O:18][C:19]2[CH:24]=[CH:23][CH:22]=[CH:21][CH:20]=2)[C:12]=1[F:25])[CH2:9][NH2:10])(C)(C)C.[CH3:27][C:28]([CH3:30])=O.[ClH:31]. Product: [ClH:31].[ClH:31].[F:25][C:12]1[C:13]([O:18][C:19]2[CH:20]=[CH:21][CH:22]=[CH:23][CH:24]=2)=[C:14]([F:17])[CH:15]=[CH:16][C:11]=1[CH:8]([NH2:7])[CH2:9][NH:10][CH:28]([CH3:30])[CH3:27]. The catalyst class is: 71.